Dataset: Full USPTO retrosynthesis dataset with 1.9M reactions from patents (1976-2016). Task: Predict the reactants needed to synthesize the given product. Given the product [Cl:1][C:2]1[CH:33]=[CH:32][C:5]2[CH:6]([NH:18][CH2:19][CH2:20][CH2:21][CH2:22][O:23][CH2:24][C:25]([OH:27])=[O:26])[C:7]3[CH:17]=[CH:16][CH:15]=[CH:14][C:8]=3[N:9]([CH3:13])[S:10](=[O:12])(=[O:11])[C:4]=2[CH:3]=1, predict the reactants needed to synthesize it. The reactants are: [Cl:1][C:2]1[CH:33]=[CH:32][C:5]2[CH:6]([NH:18][CH2:19][CH2:20][CH2:21][CH2:22][O:23][CH2:24][C:25]([O:27]C(C)(C)C)=[O:26])[C:7]3[CH:17]=[CH:16][CH:15]=[CH:14][C:8]=3[N:9]([CH3:13])[S:10](=[O:12])(=[O:11])[C:4]=2[CH:3]=1.FC(F)(F)C(O)=O.